Task: Binary Classification. Given a miRNA mature sequence and a target amino acid sequence, predict their likelihood of interaction.. Dataset: Experimentally validated miRNA-target interactions with 360,000+ pairs, plus equal number of negative samples The miRNA is hsa-miR-3167 with sequence AGGAUUUCAGAAAUACUGGUGU. The protein sequence of the target gene is MDTCGVGYVALGEAGPVGNMTVVDSPGQEVLNQLDVKTSSEMTSAEASVEMSLPTPLPGFEDSPDQRRLPPEQESLSRLEQPDLSSEMSKVSKPRASKPGRKRGGRTRKGPKRPQQPNPPSAPLVPGLLDQSNPLSTPMPKKRGRKSKAELLLLKLSKDLDRPESQSPKRPPEDFETPSGERPRRRAAQVALLYLQELAEELSTALPAPVSCPEGPKVSSPTKPKKIRQPAACPGGEEVDGAPRDEDFFLQVEAEDVEESEGPSESSSEPEPVVPRSTPRGSTSGKQKPHCRGMAPNGLP.... Result: 0 (no interaction).